From a dataset of Full USPTO retrosynthesis dataset with 1.9M reactions from patents (1976-2016). Predict the reactants needed to synthesize the given product. (1) The reactants are: [Cl:1][C:2]1[CH:3]=[C:4]([NH:9][C:10]2[C:11]3[C:18]4[CH2:19][CH2:20][NH:21][CH2:22][C:17]=4[O:16][C:12]=3[N:13]=[CH:14][N:15]=2)[CH:5]=[CH:6][C:7]=1[Cl:8].Cl.[CH3:24][N:25]([CH:32]([CH3:34])[CH3:33])[CH2:26]/[CH:27]=[CH:28]/[C:29](O)=[O:30]. Given the product [Cl:1][C:2]1[CH:3]=[C:4]([NH:9][C:10]2[C:11]3[C:18]4[CH2:19][CH2:20][N:21]([C:29](=[O:30])/[CH:28]=[CH:27]/[CH2:26][N:25]([CH:32]([CH3:34])[CH3:33])[CH3:24])[CH2:22][C:17]=4[O:16][C:12]=3[N:13]=[CH:14][N:15]=2)[CH:5]=[CH:6][C:7]=1[Cl:8], predict the reactants needed to synthesize it. (2) The reactants are: [NH2:1][C:2]1[CH:3]=[CH:4][C:5]([O:12][CH2:13][C:14]2[CH:19]=[CH:18][CH:17]=[CH:16][C:15]=2[Cl:20])=[C:6]([C:8](=[O:11])[CH2:9][CH3:10])[CH:7]=1.[CH3:21][O:22][C:23]1[CH:24]=[C:25]([N:31]=[C:32]=[O:33])[CH:26]=[CH:27][C:28]=1[O:29][CH3:30]. Given the product [Cl:20][C:15]1[CH:16]=[CH:17][CH:18]=[CH:19][C:14]=1[CH2:13][O:12][C:5]1[CH:4]=[CH:3][C:2]([NH:1][C:32]([NH:31][C:25]2[CH:26]=[CH:27][C:28]([O:29][CH3:30])=[C:23]([O:22][CH3:21])[CH:24]=2)=[O:33])=[CH:7][C:6]=1[C:8](=[O:11])[CH2:9][CH3:10], predict the reactants needed to synthesize it.